From a dataset of Full USPTO retrosynthesis dataset with 1.9M reactions from patents (1976-2016). Predict the reactants needed to synthesize the given product. (1) Given the product [CH3:22][C:23]1[C:27]([C:28]([N:1]2[CH2:2][CH2:3][C:4]3([O:11][C:10]4[C:12]5[C:17]([C:18](=[O:21])[C:19](=[O:20])[C:9]=4[S:8][CH2:7]3)=[CH:16][CH:15]=[CH:14][CH:13]=5)[CH2:5][CH2:6]2)=[O:29])=[C:26]([CH3:31])[O:25][N:24]=1, predict the reactants needed to synthesize it. The reactants are: [NH:1]1[CH2:6][CH2:5][C:4]2([O:11][C:10]3[C:12]4[C:17]([C:18](=[O:21])[C:19](=[O:20])[C:9]=3[S:8][CH2:7]2)=[CH:16][CH:15]=[CH:14][CH:13]=4)[CH2:3][CH2:2]1.[CH3:22][C:23]1[C:27]([C:28](Cl)=[O:29])=[C:26]([CH3:31])[O:25][N:24]=1. (2) The reactants are: [Br:1][C:2]1[S:6][C:5]([C:7]([OH:9])=O)=[CH:4][CH:3]=1.[N:10]1[CH:11]=[CH:12][N:13]2[CH:18]=[CH:17][C:16]([CH2:19][NH2:20])=[CH:15][C:14]=12.O.ON1C2C=CC=CC=2N=N1.CN1CCOCC1.Cl.CN(C)CCCN=C=NCC. Given the product [Br:1][C:2]1[S:6][C:5]([C:7]([NH:20][CH2:19][C:16]2[CH:17]=[CH:18][N:13]3[CH:12]=[CH:11][N:10]=[C:14]3[CH:15]=2)=[O:9])=[CH:4][CH:3]=1, predict the reactants needed to synthesize it. (3) Given the product [N:1]1([C:12]2[CH:19]=[CH:18][C:15]([C:16]#[N:17])=[CH:14][CH:13]=2)[CH2:6][CH2:5][O:4][CH2:3][CH2:2]1, predict the reactants needed to synthesize it. The reactants are: [NH:1]1[CH2:6][CH2:5][O:4][CH2:3][CH2:2]1.FC(F)(F)S([C:12]1[CH:19]=[CH:18][C:15]([C:16]#[N:17])=[CH:14][CH:13]=1)(=O)=O. (4) Given the product [NH2:12][C:3]1[C:4]2[C:5](=[N:6][S:7][N:8]=2)[C:9]([CH3:11])=[CH:10][C:2]=1[CH3:1], predict the reactants needed to synthesize it. The reactants are: [CH3:1][C:2]1[CH:10]=[C:9]([CH3:11])[C:5]2=[N:6][S:7][N:8]=[C:4]2[C:3]=1[N+:12]([O-])=O.C(O)C.S(S([O-])=O)([O-])=O.[Na+].[Na+].